Dataset: Peptide-MHC class I binding affinity with 185,985 pairs from IEDB/IMGT. Task: Regression. Given a peptide amino acid sequence and an MHC pseudo amino acid sequence, predict their binding affinity value. This is MHC class I binding data. (1) The peptide sequence is QLRSVGLNL. The MHC is HLA-B15:01 with pseudo-sequence HLA-B15:01. The binding affinity (normalized) is 0.140. (2) The peptide sequence is ETESVNSNY. The MHC is HLA-B38:01 with pseudo-sequence HLA-B38:01. The binding affinity (normalized) is 0.0847. (3) The peptide sequence is EQNLTDTNFK. The MHC is HLA-A68:01 with pseudo-sequence HLA-A68:01. The binding affinity (normalized) is 0.397. (4) The peptide sequence is PTTQLRRHI. The MHC is Patr-B0101 with pseudo-sequence Patr-B0101. The binding affinity (normalized) is 0.257. (5) The peptide sequence is KSLDNYQEW. The MHC is HLA-A26:01 with pseudo-sequence HLA-A26:01. The binding affinity (normalized) is 0.0847.